This data is from Catalyst prediction with 721,799 reactions and 888 catalyst types from USPTO. The task is: Predict which catalyst facilitates the given reaction. (1) Reactant: [OH:1][CH2:2][CH:3]1[NH:8][CH2:7][CH2:6][N:5]([C:9]([O:11][C:12]([CH3:15])([CH3:14])[CH3:13])=[O:10])[CH2:4]1.[CH3:16][C:17]1[CH:18]=[C:19]([N:23]=[C:24]=[O:25])[CH:20]=[CH:21][CH:22]=1. Product: [OH:1][CH2:2][CH:3]1[N:8]([C:24](=[O:25])[NH:23][C:19]2[CH:20]=[CH:21][CH:22]=[C:17]([CH3:16])[CH:18]=2)[CH2:7][CH2:6][N:5]([C:9]([O:11][C:12]([CH3:15])([CH3:14])[CH3:13])=[O:10])[CH2:4]1. The catalyst class is: 7. (2) Reactant: Cl[C:2]1[C:3]([N+:11]([O-:13])=[O:12])=[C:4]([CH:8]=[CH:9][CH:10]=1)[C:5]([OH:7])=[O:6].[NH:14]1[CH2:19][CH2:18][O:17][CH2:16][CH2:15]1.Cl. Product: [O:17]1[CH2:18][CH2:19][N:14]([C:2]2[C:3]([N+:11]([O-:13])=[O:12])=[C:4]([CH:8]=[CH:9][CH:10]=2)[C:5]([OH:7])=[O:6])[CH2:15][CH2:16]1. The catalyst class is: 6. (3) Reactant: [CH3:1][O:2][C:3]([C:5]1[CH:6]=[C:7]([C:11]2[N:12]=[C:13]([CH:16]3[CH:21]([C:22]4[CH:27]=[CH:26][CH:25]=[CH:24][CH:23]=4)[CH2:20][CH2:19][CH2:18][N:17]3C(OC(C)(C)C)=O)[NH:14][CH:15]=2)[CH:8]=[CH:9][CH:10]=1)=[O:4].FC(F)(F)C(O)=O. Product: [C:22]1([CH:21]2[CH2:20][CH2:19][CH2:18][NH:17][CH:16]2[C:13]2[NH:14][CH:15]=[C:11]([C:7]3[CH:6]=[C:5]([CH:10]=[CH:9][CH:8]=3)[C:3]([O:2][CH3:1])=[O:4])[N:12]=2)[CH:23]=[CH:24][CH:25]=[CH:26][CH:27]=1. The catalyst class is: 2. (4) Reactant: [CH:1]1([NH:6][C:7](=[O:23])[NH:8][C@H:9]([C:17]2[CH:22]=[CH:21][CH:20]=[CH:19][CH:18]=2)[C:10]([O:12]C(C)(C)C)=[O:11])[CH2:5][CH2:4][CH2:3][CH2:2]1.C(O)(C(F)(F)F)=O.C([SiH](CC)CC)C. Product: [CH:1]1([NH:6][C:7](=[O:23])[NH:8][C@H:9]([C:17]2[CH:18]=[CH:19][CH:20]=[CH:21][CH:22]=2)[C:10]([OH:12])=[O:11])[CH2:5][CH2:4][CH2:3][CH2:2]1. The catalyst class is: 2. (5) Reactant: [Cl:1][C:2]1[CH:7]=[CH:6][N:5]=[C:4]([C:8]([NH2:10])=O)[CH:3]=1.C(OC(C(F)(F)F)=O)(C(F)(F)F)=O.CC(OO)=O.C([O-])([O-])=O.[K+].[K+]. Product: [Cl:1][C:2]1[CH:7]=[CH:6][N:5]=[C:4]([C:8]#[N:10])[CH:3]=1. The catalyst class is: 25. (6) Reactant: Br[C:2]1[CH:11]=[CH:10][C:5]2[C:6](=[O:9])[O:7][CH2:8][C:4]=2[C:3]=1[Cl:12].[CH2:13]([Sn](CCCC)(CCCC)CCCC)[CH:14]=[CH2:15].[Cl-].[Li+]. Product: [CH2:15]([C:2]1[CH:11]=[CH:10][C:5]2[C:6](=[O:9])[O:7][CH2:8][C:4]=2[C:3]=1[Cl:12])[CH:14]=[CH2:13]. The catalyst class is: 11. (7) Reactant: [C:1]1([CH2:7][O:8][C:9]2[CH:10]=[C:11]3[C:15](=[CH:16][CH:17]=2)[N:14]([C:18]([O:20][C:21]([CH3:24])([CH3:23])[CH3:22])=[O:19])[CH:13]=[CH:12]3)[CH:6]=[CH:5][CH:4]=[CH:3][CH:2]=1.[B:25](OC(C)C)([O:30]C(C)C)[O:26]C(C)C.C([N-]C(C)C)(C)C.[Li+].Cl. Product: [CH3:22][C:21]([O:20][C:18]([N:14]1[C:15]2[C:11](=[CH:10][C:9]([O:8][CH2:7][C:1]3[CH:6]=[CH:5][CH:4]=[CH:3][CH:2]=3)=[CH:17][CH:16]=2)[CH:12]=[C:13]1[B:25]([OH:30])[OH:26])=[O:19])([CH3:24])[CH3:23]. The catalyst class is: 7. (8) Product: [C:3]([O:7][C:8](=[O:24])[NH:9][C@H:10]([C@H:20]([OH:23])[CH2:21][Cl:22])[CH2:11][C@H:12]([CH3:19])[CH2:13][CH2:14][O:15][CH2:16][CH:17]=[CH2:18])([CH3:4])([CH3:5])[CH3:6]. Reactant: [BH4-].[Na+].[C:3]([O:7][C:8](=[O:24])[NH:9][C@H:10]([C:20](=[O:23])[CH2:21][Cl:22])[CH2:11][C@H:12]([CH3:19])[CH2:13][CH2:14][O:15][CH2:16][CH:17]=[CH2:18])([CH3:6])([CH3:5])[CH3:4].Cl. The catalyst class is: 14. (9) Reactant: [N:1]1([CH2:7][CH2:8][NH:9][C:10]([C:12]2[CH:17]=[CH:16][C:15]([C:18]([F:21])([F:20])[F:19])=[CH:14][CH:13]=2)=[O:11])[CH2:6][CH2:5][NH:4][CH2:3][CH2:2]1.C(N(C(C)C)CC)(C)C.[O:31]1[CH2:33][C@@H:32]1[CH2:34][O:35][C:36]1[CH:37]=[CH:38][C:39]2[S:43][C:42]([CH3:44])=[N:41][C:40]=2[CH:45]=1. Product: [OH:31][C@@H:32]([CH2:34][O:35][C:36]1[CH:37]=[CH:38][C:39]2[S:43][C:42]([CH3:44])=[N:41][C:40]=2[CH:45]=1)[CH2:33][N:4]1[CH2:5][CH2:6][N:1]([CH2:7][CH2:8][NH:9][C:10]([C:12]2[CH:17]=[CH:16][C:15]([C:18]([F:19])([F:21])[F:20])=[CH:14][CH:13]=2)=[O:11])[CH2:2][CH2:3]1. The catalyst class is: 8.